Task: Predict the reaction yield, written as a fraction of the theoretical maximum amount of product (1.0 means a 100% yield; for example, 0.34 means a 34% yield).. Dataset: Reaction yield outcomes from USPTO patents with 853,638 reactions (1) The reactants are O=[C:2]1[CH2:6][CH2:5][C@@H:4]([C:7]([OH:9])=[O:8])[N:3]1[C:10]([OH:12])=[O:11].[Li+].[B-](CC)(CC)CC.C(N(C(C)C)C(C)C)C.CN(C1C=CC=CN=1)C.FC(F)(F)C(OC(=O)C(F)(F)F)=O. The catalyst is C1(C)C=CC=CC=1.O. The product is [N:3]1([C:10]([OH:12])=[O:11])[CH:4]([C:7]([OH:9])=[O:8])[CH2:5][CH:6]=[CH:2]1. The yield is 1.00. (2) The reactants are [CH2:1]([N:8]1[CH:12]=[C:11]([OH:13])[CH:10]=[N:9]1)[C:2]1[CH:7]=[CH:6][CH:5]=[CH:4][CH:3]=1.Cl[C:15]1[N:16]=[C:17]([OH:25])[C:18]2[CH:24]=[CH:23][N:22]=[CH:21][C:19]=2[N:20]=1. No catalyst specified. The product is [CH2:1]([N:8]1[CH:12]=[C:11]([O:13][C:15]2[N:16]=[C:17]([OH:25])[C:18]3[CH:24]=[CH:23][N:22]=[CH:21][C:19]=3[N:20]=2)[CH:10]=[N:9]1)[C:2]1[CH:3]=[CH:4][CH:5]=[CH:6][CH:7]=1. The yield is 0.790. (3) The yield is 0.376. The catalyst is CN(C)C=O. The reactants are [F:1][C:2]([F:11])([F:10])[C:3]1[CH:8]=[C:7]([OH:9])[CH:6]=[CH:5][N:4]=1.[F:12][C:13]1[CH:14]=[C:15]([CH:18]=[CH:19][C:20]=1F)[CH:16]=[O:17].C(=O)([O-])[O-].[K+].[K+]. The product is [F:12][C:13]1[CH:14]=[C:15]([CH:18]=[CH:19][C:20]=1[O:9][C:7]1[CH:6]=[CH:5][N:4]=[C:3]([C:2]([F:1])([F:10])[F:11])[CH:8]=1)[CH:16]=[O:17]. (4) The reactants are [CH3:1][O:2][C:3]([C:5]1[CH:10]=[CH:9][CH:8]=[CH:7][C:6]=1[NH:11][C:12](=[O:27])[CH2:13][CH:14]1[CH2:19][CH2:18][N:17](C(OC(C)(C)C)=O)[CH2:16][CH2:15]1)=[O:4]. The catalyst is FC(F)(F)C(O)=O.ClCCl. The product is [NH:17]1[CH2:18][CH2:19][CH:14]([CH2:13][C:12]([NH:11][C:6]2[CH:7]=[CH:8][CH:9]=[CH:10][C:5]=2[C:3]([O:2][CH3:1])=[O:4])=[O:27])[CH2:15][CH2:16]1. The yield is 1.00. (5) The catalyst is CO.CCOC(C)=O.[Pd]. The reactants are [F:1][CH:2]([F:27])[C:3]1[CH:4]=[CH:5][C:6]([F:26])=[C:7]([C:9]2[CH:14]=[CH:13][C:12]([C:15]([O:17][CH3:18])=[O:16])=[CH:11][C:10]=2[C:19]2[C:23]([CH3:25])([CH3:24])[CH2:22][CH2:21][CH:20]=2)[CH:8]=1. The yield is 0.990. The product is [F:27][CH:2]([F:1])[C:3]1[CH:4]=[CH:5][C:6]([F:26])=[C:7]([C:9]2[CH:14]=[CH:13][C:12]([C:15]([O:17][CH3:18])=[O:16])=[CH:11][C:10]=2[CH:19]2[CH2:20][CH2:21][CH2:22][C:23]2([CH3:24])[CH3:25])[CH:8]=1. (6) The reactants are [OH:1][CH2:2][CH2:3][CH2:4][N:5]1[C:13]2[C:8](=[CH:9][CH:10]=[CH:11][CH:12]=2)[C:7]2([C:17]3=[CH:18][C:19]4[O:23][CH2:22][O:21][C:20]=4[CH:24]=[C:16]3[O:15][CH2:14]2)[C:6]1=[O:25].CC(OI1(OC(C)=O)(OC(C)=O)OC(=O)C2C1=CC=CC=2)=O. The catalyst is ClCCl.C(OCC)(=O)C. The product is [O:25]=[C:6]1[C:7]2([C:17]3=[CH:18][C:19]4[O:23][CH2:22][O:21][C:20]=4[CH:24]=[C:16]3[O:15][CH2:14]2)[C:8]2[C:13](=[CH:12][CH:11]=[CH:10][CH:9]=2)[N:5]1[CH2:4][CH2:3][CH:2]=[O:1]. The yield is 0.800. (7) The reactants are N12CCCN=C1CCCCC2.Cl.[NH2:13][CH2:14][C:15]1[CH:23]=[CH:22][CH:21]=[C:20]2[C:16]=1[C:17](=[O:33])[N:18]([CH:25]1[CH2:30][CH2:29][C:28](=[O:31])[NH:27][C:26]1=[O:32])[C:19]2=[O:24].[CH2:34]([N:38]=[C:39]=[O:40])[CH2:35][CH2:36][CH3:37]. The catalyst is CC#N. The product is [O:32]=[C:26]1[CH:25]([N:18]2[C:17](=[O:33])[C:16]3[C:20](=[CH:21][CH:22]=[CH:23][C:15]=3[CH2:14][NH:13][C:39]([NH:38][CH2:34][CH2:35][CH2:36][CH3:37])=[O:40])[C:19]2=[O:24])[CH2:30][CH2:29][C:28](=[O:31])[NH:27]1. The yield is 0.610.